This data is from Reaction yield outcomes from USPTO patents with 853,638 reactions. The task is: Predict the reaction yield, written as a fraction of the theoretical maximum amount of product (1.0 means a 100% yield; for example, 0.34 means a 34% yield). (1) The reactants are [CH:1]([C:4]1[N:8]2[CH:9]=[C:10]([O:13][C:14]3[CH:19]=[CH:18][CH:17]=[CH:16][C:15]=3[CH2:20][OH:21])[CH:11]=[CH:12][C:7]2=[N:6][N:5]=1)([CH3:3])[CH3:2].[CH2:22]([N:24]=[C:25]=[O:26])[CH3:23]. No catalyst specified. The product is [CH:1]([C:4]1[N:8]2[CH:9]=[C:10]([O:13][C:14]3[CH:19]=[CH:18][CH:17]=[CH:16][C:15]=3[CH2:20][O:21][C:25](=[O:26])[NH:24][CH2:22][CH3:23])[CH:11]=[CH:12][C:7]2=[N:6][N:5]=1)([CH3:3])[CH3:2]. The yield is 0.480. (2) The reactants are [CH3:1][N:2]([CH3:20])[CH2:3][CH2:4][CH2:5][O:6][C:7]1[CH:12]=[CH:11][C:10]([NH2:13])=[CH:9][C:8]=1[C:14]1[N:15]([CH3:19])[N:16]=[CH:17][CH:18]=1.[F:21][C:22]1[CH:23]=[C:24]([N:29]=[C:30]=[O:31])[CH:25]=[CH:26][C:27]=1[F:28]. The catalyst is C(Cl)Cl. The product is [F:21][C:22]1[CH:23]=[C:24]([NH:29][C:30]([NH:13][C:10]2[CH:11]=[CH:12][C:7]([O:6][CH2:5][CH2:4][CH2:3][N:2]([CH3:1])[CH3:20])=[C:8]([C:14]3[N:15]([CH3:19])[N:16]=[CH:17][CH:18]=3)[CH:9]=2)=[O:31])[CH:25]=[CH:26][C:27]=1[F:28]. The yield is 0.560.